This data is from Forward reaction prediction with 1.9M reactions from USPTO patents (1976-2016). The task is: Predict the product of the given reaction. (1) Given the reactants [CH:1]1([C:4]2[N:22]=[C:7]3[C:8]([O:20][CH3:21])=[CH:9][CH:10]=[C:11]([C:12](=O)[CH:13]([CH3:18])[CH2:14][C:15](O)=[O:16])[N:6]3[N:5]=2)[CH2:3][CH2:2]1.CC(O)=O.[NH2:27][NH2:28], predict the reaction product. The product is: [CH:1]1([C:4]2[N:22]=[C:7]3[C:8]([O:20][CH3:21])=[CH:9][CH:10]=[C:11]([C:12]4[CH:13]([CH3:18])[CH2:14][C:15](=[O:16])[NH:27][N:28]=4)[N:6]3[N:5]=2)[CH2:3][CH2:2]1. (2) Given the reactants [CH3:1][N:2]1[CH2:7][CH2:6][C:5](=O)[CH2:4][CH2:3]1.[NH2:9][C@H:10]1[CH2:15][CH2:14][C@H:13]([O:16][C:17]2[CH:22]=[C:21]([F:23])[CH:20]=[CH:19][C:18]=2[NH:24][C:25]2[C:26]3[C:33]([CH3:34])=[C:32]([C:35]([NH2:37])=[O:36])[S:31][C:27]=3[N:28]=[CH:29][N:30]=2)[CH2:12][CH2:11]1.C([BH3-])#N.[Na+], predict the reaction product. The product is: [F:23][C:21]1[CH:20]=[CH:19][C:18]([NH:24][C:25]2[C:26]3[C:33]([CH3:34])=[C:32]([C:35]([NH2:37])=[O:36])[S:31][C:27]=3[N:28]=[CH:29][N:30]=2)=[C:17]([O:16][C@H:13]2[CH2:14][CH2:15][C@H:10]([NH:9][CH:5]3[CH2:6][CH2:7][N:2]([CH3:1])[CH2:3][CH2:4]3)[CH2:11][CH2:12]2)[CH:22]=1. (3) Given the reactants [CH2:1]([C:3]1[O:4][C:5]2[CH:11]=[CH:10][CH:9]=[C:8]([O:12][CH3:13])[C:6]=2[N:7]=1)[CH3:2].[Br:14]Br, predict the reaction product. The product is: [Br:14][C:11]1[C:5]2[O:4][C:3]([CH2:1][CH3:2])=[N:7][C:6]=2[C:8]([O:12][CH3:13])=[CH:9][CH:10]=1. (4) Given the reactants [O:1]1[C:5]2[CH:6]=[CH:7][C:8]([C:10]3[S:11][CH:12]=[C:13]([C:15]([OH:17])=O)[N:14]=3)=[CH:9][C:4]=2[CH2:3][CH2:2]1.[NH2:18][C:19]1[NH:23][C:22]2[CH:24]=[CH:25][C:26]([C:28]([N:30]([CH3:32])[CH3:31])=[O:29])=[CH:27][C:21]=2[N:20]=1.F[P-](F)(F)(F)(F)F.N1(OC(N(C)C)=[N+](C)C)C2C=CC=CC=2N=N1.C(N(CC)C(C)C)(C)C, predict the reaction product. The product is: [O:1]1[C:5]2[CH:6]=[CH:7][C:8]([C:10]3[S:11][CH:12]=[C:13]([C:15]([NH:18][C:19]4[NH:23][C:22]5[CH:24]=[CH:25][C:26]([C:28](=[O:29])[N:30]([CH3:31])[CH3:32])=[CH:27][C:21]=5[N:20]=4)=[O:17])[N:14]=3)=[CH:9][C:4]=2[CH2:3][CH2:2]1. (5) Given the reactants [NH:1]1[CH2:4][CH:3]([NH:5][C:6]([C:8]2[CH:9]=[N:10][C:11]([C:14]3[CH:19]=[CH:18][CH:17]=[C:16]([F:20])[CH:15]=3)=[N:12][CH:13]=2)=[O:7])[CH2:2]1.Cl[C:22]1[N:29]=[C:28]([CH3:30])[CH:27]=[C:26]([CH3:31])[C:23]=1[C:24]#[N:25].C(O)CCC.O, predict the reaction product. The product is: [C:24]([C:23]1[C:22]([N:1]2[CH2:4][CH:3]([NH:5][C:6]([C:8]3[CH:13]=[N:12][C:11]([C:14]4[CH:19]=[CH:18][CH:17]=[C:16]([F:20])[CH:15]=4)=[N:10][CH:9]=3)=[O:7])[CH2:2]2)=[N:29][C:28]([CH3:30])=[CH:27][C:26]=1[CH3:31])#[N:25].